This data is from Reaction yield outcomes from USPTO patents with 853,638 reactions. The task is: Predict the reaction yield, written as a fraction of the theoretical maximum amount of product (1.0 means a 100% yield; for example, 0.34 means a 34% yield). The reactants are S(Cl)(Cl)=O.[CH2:5]([O:8][C:9]1[CH:14]=[CH:13][C:12]([C:15]2[CH:19]=[C:18]([CH2:20][C:21]([OH:23])=[O:22])[O:17][N:16]=2)=[C:11]([C:24]([F:27])([F:26])[F:25])[CH:10]=1)[CH2:6][CH3:7].[CH3:28]O. No catalyst specified. The product is [CH2:5]([O:8][C:9]1[CH:14]=[CH:13][C:12]([C:15]2[CH:19]=[C:18]([CH2:20][C:21]([O:23][CH3:28])=[O:22])[O:17][N:16]=2)=[C:11]([C:24]([F:26])([F:27])[F:25])[CH:10]=1)[CH2:6][CH3:7]. The yield is 0.990.